Dataset: Blood-brain barrier permeability classification from the B3DB database. Task: Regression/Classification. Given a drug SMILES string, predict its absorption, distribution, metabolism, or excretion properties. Task type varies by dataset: regression for continuous measurements (e.g., permeability, clearance, half-life) or binary classification for categorical outcomes (e.g., BBB penetration, CYP inhibition). Dataset: b3db_classification. (1) The result is 0 (does not penetrate BBB). The compound is N#CC(CCN1CCC(C(=O)O)(c2ccccc2)CC1)(c1ccccc1)c1ccccc1. (2) The compound is CC/C=C(/C)C1(CC)C(=O)NC(=O)NC1=O. The result is 1 (penetrates BBB). (3) The compound is c1ccc2c(c1)Sc1ccccc1N2C[C@@H]1CN2CCC1CC2. The result is 1 (penetrates BBB). (4) The compound is O=C(O)CN(CCN(CC(=O)O)CC(=O)O)CCN(CC(=O)O)CC(=O)O. The result is 0 (does not penetrate BBB). (5) The result is 1 (penetrates BBB). The drug is C[C@@H](CC#N)N(C)CC(=O)N(C)c1ccc(Cl)cc1C(=O)c1ccccc1F.